This data is from Merck oncology drug combination screen with 23,052 pairs across 39 cell lines. The task is: Regression. Given two drug SMILES strings and cell line genomic features, predict the synergy score measuring deviation from expected non-interaction effect. (1) Drug 1: COC12C(COC(N)=O)C3=C(C(=O)C(C)=C(N)C3=O)N1CC1NC12. Drug 2: CNC(=O)c1cc(Oc2ccc(NC(=O)Nc3ccc(Cl)c(C(F)(F)F)c3)cc2)ccn1. Cell line: VCAP. Synergy scores: synergy=-30.4. (2) Drug 1: CC1(c2nc3c(C(N)=O)cccc3[nH]2)CCCN1. Synergy scores: synergy=3.22. Cell line: CAOV3. Drug 2: CCC1(O)C(=O)OCc2c1cc1n(c2=O)Cc2cc3c(CN(C)C)c(O)ccc3nc2-1. (3) Drug 1: COc1cccc2c1C(=O)c1c(O)c3c(c(O)c1C2=O)CC(O)(C(=O)CO)CC3OC1CC(N)C(O)C(C)O1. Drug 2: Cn1nnc2c(C(N)=O)ncn2c1=O. Cell line: OCUBM. Synergy scores: synergy=2.73. (4) Drug 1: O=C(O)C1(Cc2cccc(Nc3nccs3)n2)CCC(Oc2cccc(Cl)c2F)CC1. Drug 2: CCC1(O)C(=O)OCc2c1cc1n(c2=O)Cc2cc3c(CN(C)C)c(O)ccc3nc2-1. Cell line: SKMEL30. Synergy scores: synergy=19.1.